From a dataset of Full USPTO retrosynthesis dataset with 1.9M reactions from patents (1976-2016). Predict the reactants needed to synthesize the given product. (1) Given the product [Cl:58][C:59]1[N:64]=[CH:63][C:62]([CH2:65][NH:66][C:22]([C:21]2[CH:20]=[N:19][N:12]3[C@H:13]([C:15]([F:16])([F:18])[F:17])[CH2:14][C@H:9]([C:6]4[CH:5]=[CH:4][C:3]([CH2:1][CH3:2])=[CH:8][CH:7]=4)[NH:10][C:11]=23)=[O:23])=[CH:61][CH:60]=1, predict the reactants needed to synthesize it. The reactants are: [CH2:1]([C:3]1[CH:8]=[CH:7][C:6]([C@H:9]2[CH2:14][C@@H:13]([C:15]([F:18])([F:17])[F:16])[N:12]3[N:19]=[CH:20][C:21]([C:22](O)=[O:23])=[C:11]3[NH:10]2)=[CH:5][CH:4]=1)[CH3:2].CN(C(ON1N=NC2C=CC=NC1=2)=[N+](C)C)C.F[P-](F)(F)(F)(F)F.C(N(CC)C(C)C)(C)C.[Cl:58][C:59]1[N:64]=[CH:63][C:62]([CH2:65][NH2:66])=[CH:61][CH:60]=1. (2) Given the product [CH:20]([C:12]1[CH:13]=[CH:14][CH:15]=[C:16]([CH:17]([CH3:19])[CH3:18])[C:11]=1[N:10]=[C:8]([C:4]1[CH:3]=[C:2]([C:29]2[CH:34]=[CH:33][CH:32]=[CH:31][C:30]=2[O:35][CH3:36])[CH:7]=[CH:6][CH:5]=1)[CH3:9])([CH3:22])[CH3:21], predict the reactants needed to synthesize it. The reactants are: Br[C:2]1[CH:3]=[C:4]([C:8](=[N:10][C:11]2[C:16]([CH:17]([CH3:19])[CH3:18])=[CH:15][CH:14]=[CH:13][C:12]=2[CH:20]([CH3:22])[CH3:21])[CH3:9])[CH:5]=[CH:6][CH:7]=1.[Li]CCCC.Br[C:29]1[CH:34]=[CH:33][CH:32]=[CH:31][C:30]=1[O:35][CH3:36].O. (3) Given the product [CH:49]1([NH:52][CH2:53][C@H:54]2[CH2:55][C@@H:56]([OH:59])[CH2:57][N:58]2[C:31](=[O:32])[CH2:30][C:26]2[C:25]([CH3:34])=[C:24](/[CH:23]=[C:16]3\[C:17](=[O:22])[NH:18][C:19]4[C:15]\3=[CH:14][C:13]([S:10]([CH2:9][C:3]3[C:4]([Cl:8])=[CH:5][CH:6]=[CH:7][C:2]=3[Cl:1])(=[O:12])=[O:11])=[CH:21][CH:20]=4)[NH:28][C:27]=2[CH3:29])[CH2:51][CH2:50]1, predict the reactants needed to synthesize it. The reactants are: [Cl:1][C:2]1[CH:7]=[CH:6][CH:5]=[C:4]([Cl:8])[C:3]=1[CH2:9][S:10]([C:13]1[CH:14]=[C:15]2[C:19](=[CH:20][CH:21]=1)[NH:18][C:17](=[O:22])/[C:16]/2=[CH:23]\[C:24]1[NH:28][C:27]([CH3:29])=[C:26]([CH2:30][C:31](O)=[O:32])[C:25]=1[CH3:34])(=[O:12])=[O:11].C1C=CC2N(O)N=NC=2C=1.C(Cl)CCl.[CH:49]1([NH:52][CH2:53][C@@H:54]2[NH:58][CH2:57][C@H:56]([OH:59])[CH2:55]2)[CH2:51][CH2:50]1.